From a dataset of Full USPTO retrosynthesis dataset with 1.9M reactions from patents (1976-2016). Predict the reactants needed to synthesize the given product. (1) The reactants are: [N:1]1([C:7]2[CH:8]=[CH:9][C:10]3[N:11]([C:13]([C:16]([F:19])([F:18])[F:17])=[N:14][N:15]=3)[N:12]=2)[CH2:6][CH2:5][NH:4][CH2:3][CH2:2]1.[CH3:20][C:21]([O:24][C:25]1[CH:32]=[CH:31][C:28]([CH:29]=O)=[CH:27][CH:26]=1)([CH3:23])[CH3:22]. Given the product [CH3:23][C:21]([O:24][C:25]1[CH:26]=[CH:27][C:28]([CH2:29][N:4]2[CH2:3][CH2:2][N:1]([C:7]3[CH:8]=[CH:9][C:10]4[N:11]([C:13]([C:16]([F:17])([F:18])[F:19])=[N:14][N:15]=4)[N:12]=3)[CH2:6][CH2:5]2)=[CH:31][CH:32]=1)([CH3:20])[CH3:22], predict the reactants needed to synthesize it. (2) Given the product [CH3:23][O:22][C:20]1[CH:19]=[C:16](/[CH:17]=[C:8](/[C:5]2[CH:4]=[CH:3][C:2]([F:1])=[CH:7][CH:6]=2)\[C:9]([OH:11])=[O:10])[CH:15]=[C:14]([O:13][CH3:12])[CH:21]=1, predict the reactants needed to synthesize it. The reactants are: [F:1][C:2]1[CH:7]=[CH:6][C:5]([CH2:8][C:9]([OH:11])=[O:10])=[CH:4][CH:3]=1.[CH3:12][O:13][C:14]1[CH:15]=[C:16]([CH:19]=[C:20]([O:22][CH3:23])[CH:21]=1)[CH:17]=O.CC(OC(C)=O)=O.C(N(CC)CC)C.